From a dataset of Peptide-MHC class II binding affinity with 134,281 pairs from IEDB. Regression. Given a peptide amino acid sequence and an MHC pseudo amino acid sequence, predict their binding affinity value. This is MHC class II binding data. (1) The peptide sequence is YEEFCDAVYENDKLK. The MHC is H-2-IAb with pseudo-sequence H-2-IAb. The binding affinity (normalized) is 0. (2) The peptide sequence is VLAALFAGAWCVPKV. The MHC is DRB1_0301 with pseudo-sequence DRB1_0301. The binding affinity (normalized) is 0. (3) The peptide sequence is QKLMEDINVGFKAAV. The MHC is DRB1_0901 with pseudo-sequence DRB1_0901. The binding affinity (normalized) is 0.624. (4) The peptide sequence is GLAFQEMENFLGPIA. The MHC is DRB1_0404 with pseudo-sequence DRB1_0404. The binding affinity (normalized) is 0.820. (5) The peptide sequence is FTYEIAPVFVLLEYV. The MHC is H-2-IAd with pseudo-sequence H-2-IAd. The binding affinity (normalized) is 0. (6) The peptide sequence is MIVDTISDFRAAIAN. The MHC is DRB1_1201 with pseudo-sequence DRB1_1201. The binding affinity (normalized) is 0.205. (7) The peptide sequence is RSKFLLMDALKLSIED. The MHC is DRB1_0401 with pseudo-sequence DRB1_0401. The binding affinity (normalized) is 0.633. (8) The peptide sequence is EATTDGLGWYKIEID. The MHC is HLA-DQA10101-DQB10501 with pseudo-sequence HLA-DQA10101-DQB10501. The binding affinity (normalized) is 0.723.